Dataset: Full USPTO retrosynthesis dataset with 1.9M reactions from patents (1976-2016). Task: Predict the reactants needed to synthesize the given product. (1) Given the product [C:11]([O:10][C:9]([NH:8][CH2:7][C:3]1([CH2:2][N:16]2[C:24]3[C:19](=[CH:20][CH:21]=[C:22]([C:25]([O:27][CH2:28][CH3:29])=[O:26])[CH:23]=3)[CH:18]=[C:17]2[C:30]([O:32][CH2:33][CH3:34])=[O:31])[CH2:6][CH2:5][CH2:4]1)=[O:15])([CH3:14])([CH3:13])[CH3:12], predict the reactants needed to synthesize it. The reactants are: O[CH2:2][C:3]1([CH2:7][NH:8][C:9](=[O:15])[O:10][C:11]([CH3:14])([CH3:13])[CH3:12])[CH2:6][CH2:5][CH2:4]1.[NH:16]1[C:24]2[C:19](=[CH:20][CH:21]=[C:22]([C:25]([O:27][CH2:28][CH3:29])=[O:26])[CH:23]=2)[CH:18]=[C:17]1[C:30]([O:32][CH2:33][CH3:34])=[O:31].C1(P(C2C=CC=CC=2)C2C=CC=CC=2)C=CC=CC=1.N(C(OC(C)C)=O)=NC(OC(C)C)=O. (2) Given the product [CH2:19]([O:18][C:16]1[CH:17]=[C:9]2[C:10]([C:11](=[O:13])[N:3]=[C:1]([CH3:2])[NH:8]2)=[CH:14][CH:15]=1)[C:20]1[CH:25]=[CH:24][CH:23]=[CH:22][CH:21]=1, predict the reactants needed to synthesize it. The reactants are: [CH2:1]([N:3](CC)CC)[CH3:2].[NH2:8][C:9]1[CH:17]=[C:16]([O:18][CH2:19][C:20]2[CH:25]=[CH:24][CH:23]=[CH:22][CH:21]=2)[CH:15]=[CH:14][C:10]=1[C:11]([OH:13])=O. (3) Given the product [Br:8][C:7]1[C:2]([NH:1][C:14]2[CH:15]=[CH:16][C:11]([F:10])=[CH:12][CH:13]=2)=[N:3][CH:4]=[C:5]([CH3:9])[CH:6]=1, predict the reactants needed to synthesize it. The reactants are: [NH2:1][C:2]1[C:7]([Br:8])=[CH:6][C:5]([CH3:9])=[CH:4][N:3]=1.[F:10][C:11]1[CH:16]=[CH:15][C:14](I)=[CH:13][CH:12]=1.CC([O-])(C)C.[Na+]. (4) Given the product [CH:1]1[CH:6]=[CH:5][C:4]([C@@H:7]2[N:16]([C:17]([O:19][C@@H:20]3[CH:25]4[CH2:24][CH2:23][N:22]([CH2:27][CH2:26]4)[CH2:21]3)=[O:18])[CH2:15][CH2:14][C:13]3[CH:12]=[CH:11][CH:10]=[CH:9][C:8]2=3)=[CH:3][CH:2]=1.[CH2:34]([C:33]([OH:40])=[O:39])[CH2:35][C:36]([OH:38])=[O:37], predict the reactants needed to synthesize it. The reactants are: [CH:1]1[CH:2]=[CH:3][C:4]([C@@H:7]2[N:16]([C:17]([O:19][C@@H:20]3[CH:25]4[CH2:26][CH2:27][N:22]([CH2:23][CH2:24]4)[CH2:21]3)=[O:18])[CH2:15][CH2:14][C:13]3[CH:12]=[CH:11][CH:10]=[CH:9][C:8]2=3)=[CH:5][CH:6]=1.CCC(C)=O.[C:33]([OH:40])(=[O:39])[CH2:34][CH2:35][C:36]([OH:38])=[O:37]. (5) Given the product [CH3:23][C:22]1[CH:21]=[CH:20][N:19]=[CH:18][C:17]=1[N:9]1[CH2:8][CH2:7][C:6]2[C:11](=[CH:12][C:3]([C:2]([F:1])([F:14])[F:15])=[CH:4][CH:5]=2)[C:10]1=[O:13], predict the reactants needed to synthesize it. The reactants are: [F:1][C:2]([F:15])([F:14])[C:3]1[CH:12]=[C:11]2[C:6]([CH2:7][CH2:8][NH:9][C:10]2=[O:13])=[CH:5][CH:4]=1.I[C:17]1[CH:18]=[N:19][CH:20]=[CH:21][C:22]=1[CH3:23].P([O-])([O-])([O-])=O.[K+].[K+].[K+].